Dataset: Retrosynthesis with 50K atom-mapped reactions and 10 reaction types from USPTO. Task: Predict the reactants needed to synthesize the given product. Given the product O=C(O)Cn1nnc(-c2cc(OCCCCOc3cc(F)ccc3Br)no2)n1, predict the reactants needed to synthesize it. The reactants are: CCOC(=O)Cn1nnc(-c2cc(OCCCCOc3cc(F)ccc3Br)no2)n1.